Predict the product of the given reaction. From a dataset of Forward reaction prediction with 1.9M reactions from USPTO patents (1976-2016). Given the reactants CS([C:5]1[N:10]=[C:9]([O:11][C:12]2[CH:13]=[N:14][CH:15]=[CH:16][CH:17]=2)[C:8]([C:18]2[CH:23]=[CH:22][C:21]([Cl:24])=[CH:20][CH:19]=2)=[C:7]([C:25]2[CH:30]=[CH:29][C:28]([Cl:31])=[CH:27][C:26]=2[Cl:32])[N:6]=1)(=O)=O.C([Li])CCC.[CH2:38]([OH:42])[CH:39]([CH3:41])[CH3:40], predict the reaction product. The product is: [CH2:38]([O:42][C:5]1[N:10]=[C:9]([O:11][C:12]2[CH:13]=[N:14][CH:15]=[CH:16][CH:17]=2)[C:8]([C:18]2[CH:23]=[CH:22][C:21]([Cl:24])=[CH:20][CH:19]=2)=[C:7]([C:25]2[CH:30]=[CH:29][C:28]([Cl:31])=[CH:27][C:26]=2[Cl:32])[N:6]=1)[CH:39]([CH3:41])[CH3:40].